The task is: Predict which catalyst facilitates the given reaction.. This data is from Catalyst prediction with 721,799 reactions and 888 catalyst types from USPTO. (1) Reactant: [OH:1][C:2]1[CH:11]=[C:10]([C:12]([O:14][CH3:15])=[O:13])[CH:9]=[CH:8][C:3]=1[C:4]([O:6][CH3:7])=[O:5].O[CH2:17][CH2:18][NH:19][C:20](=[O:26])[O:21][C:22]([CH3:25])([CH3:24])[CH3:23].C1(P(C2C=CC=CC=2)C2C=CC=CC=2)C=CC=CC=1.CCOC(/N=N/C(OCC)=O)=O. Product: [C:22]([O:21][C:20]([NH:19][CH2:18][CH2:17][O:1][C:2]1[CH:11]=[C:10]([C:12]([O:14][CH3:15])=[O:13])[CH:9]=[CH:8][C:3]=1[C:4]([O:6][CH3:7])=[O:5])=[O:26])([CH3:25])([CH3:24])[CH3:23]. The catalyst class is: 1. (2) Reactant: [Cl:1][C:2]1[N:7]=[CH:6][N:5]=[C:4]([NH:8][CH2:9][CH3:10])[C:3]=1[NH2:11].ClC1N=CN=C2C=1N=C(C1C=NC(C)=NC=1)N2CC.[CH3:31][CH:32]([CH3:36])[CH2:33][CH:34]=O. Product: [Cl:1][C:2]1[N:7]=[CH:6][N:5]=[C:4]2[C:3]=1[N:11]=[C:34]([CH2:33][CH:32]([CH3:36])[CH3:31])[N:8]2[CH2:9][CH3:10]. The catalyst class is: 3. (3) Reactant: C([O:8][CH2:9][C:10]1[N:15]=[CH:14][N:13]=[C:12]([O:16][C:17]2[CH:18]=[C:19]3[C:23](=[CH:24][CH:25]=2)[N:22]([C:26]([NH:28][C:29]2[CH:33]=[C:32]([C:34]([F:37])([F:36])[F:35])[N:31]([CH3:38])[N:30]=2)=[O:27])[CH:21]=[CH:20]3)[CH:11]=1)C1C=CC=CC=1. Product: [OH:8][CH2:9][C:10]1[N:15]=[CH:14][N:13]=[C:12]([O:16][C:17]2[CH:18]=[C:19]3[C:23](=[CH:24][CH:25]=2)[N:22]([C:26]([NH:28][C:29]2[CH:33]=[C:32]([C:34]([F:36])([F:37])[F:35])[N:31]([CH3:38])[N:30]=2)=[O:27])[CH:21]=[CH:20]3)[CH:11]=1. The catalyst class is: 67. (4) Reactant: C[O:2][C:3](=O)[C:4]1[CH:9]=[C:8]([F:10])[CH:7]=[C:6]([CH3:11])[C:5]=1[I:12].[H-].C([Al+]CC(C)C)C(C)C.CO.O.O.O.O.C(C(C(C([O-])=O)O)O)([O-])=O.[Na+].[K+]. Product: [F:10][C:8]1[CH:7]=[C:6]([CH3:11])[C:5]([I:12])=[C:4]([CH2:3][OH:2])[CH:9]=1. The catalyst class is: 4. (5) Product: [F:1][C:2]1[CH:7]=[CH:6][C:5]([C:8]2[CH:9]=[C:10]([CH:12]3[CH2:13][N:14]([C:18]([O:20][C:21]([CH3:24])([CH3:23])[CH3:22])=[O:19])[CH2:15][CH2:16][CH2:17]3)[NH:26][N:25]=2)=[CH:4][CH:3]=1. Reactant: [F:1][C:2]1[CH:7]=[CH:6][C:5]([C:8]#[C:9][C:10]([CH:12]2[CH2:17][CH2:16][CH2:15][N:14]([C:18]([O:20][C:21]([CH3:24])([CH3:23])[CH3:22])=[O:19])[CH2:13]2)=O)=[CH:4][CH:3]=1.[NH2:25][NH2:26]. The catalyst class is: 8. (6) Product: [C:33]([O:23][CH2:22][CH2:21][CH2:20][C:5]1([CH2:16][CH2:17][CH2:18][O:19][C:40](=[O:39])[CH:41]=[CH2:42])[C:4]2[CH:3]=[C:2]([Br:1])[CH:14]=[CH:13][C:12]=2[C:11]2[C:6]1=[CH:7][C:8]([Br:15])=[CH:9][CH:10]=2)(=[O:36])[CH:34]=[CH2:35]. Reactant: [Br:1][C:2]1[CH:14]=[CH:13][C:12]2[C:11]3[C:6](=[CH:7][C:8]([Br:15])=[CH:9][CH:10]=3)[C:5]([CH2:20][CH2:21][CH2:22][OH:23])([CH2:16][CH2:17][CH2:18][OH:19])[C:4]=2[CH:3]=1.C(N(C(C)C)CC)(C)C.[C:33](Cl)(=[O:36])[CH:34]=[CH2:35].Cl.[O:39]1C[CH2:42][CH2:41][CH2:40]1. The catalyst class is: 13. (7) Reactant: Cl.[NH2:2][CH2:3][CH:4]1[CH2:9][CH2:8][CH:7]([NH:10][C:11](=[O:20])[O:12][CH2:13][C:14]2[CH:19]=[CH:18][CH:17]=[CH:16][CH:15]=2)[CH2:6][CH2:5]1.C(N(C(C)C)CC)(C)C.[C:30]([N:38]=[C:39]=[S:40])(=[O:37])[C:31]1[CH:36]=[CH:35][CH:34]=[CH:33][CH:32]=1.O. Product: [CH2:13]([O:12][C:11](=[O:20])[NH:10][CH:7]1[CH2:8][CH2:9][CH:4]([CH2:3][NH:2][C:39]([NH:38][C:30](=[O:37])[C:31]2[CH:32]=[CH:33][CH:34]=[CH:35][CH:36]=2)=[S:40])[CH2:5][CH2:6]1)[C:14]1[CH:15]=[CH:16][CH:17]=[CH:18][CH:19]=1. The catalyst class is: 1.